From a dataset of Forward reaction prediction with 1.9M reactions from USPTO patents (1976-2016). Predict the product of the given reaction. Given the reactants [CH2:1]([O:3][C:4](=[O:23])[C:5]([OH:22])([C:18]([F:21])([F:20])[F:19])[CH2:6][C:7]([C:9]1[CH:14]=[C:13]([F:15])[CH:12]=[CH:11][C:10]=1[O:16][CH3:17])=[CH2:8])[CH3:2].II.I[CH2:27]I, predict the reaction product. The product is: [CH2:1]([O:3][C:4](=[O:23])[C:5]([CH2:6][C:7]1([C:9]2[CH:14]=[C:13]([F:15])[CH:12]=[CH:11][C:10]=2[O:16][CH3:17])[CH2:27][CH2:8]1)([OH:22])[C:18]([F:19])([F:20])[F:21])[CH3:2].